From a dataset of Merck oncology drug combination screen with 23,052 pairs across 39 cell lines. Regression. Given two drug SMILES strings and cell line genomic features, predict the synergy score measuring deviation from expected non-interaction effect. Drug 1: CCC1(O)C(=O)OCc2c1cc1n(c2=O)Cc2cc3c(CN(C)C)c(O)ccc3nc2-1. Drug 2: CCc1cnn2c(NCc3ccc[n+]([O-])c3)cc(N3CCCCC3CCO)nc12. Cell line: COLO320DM. Synergy scores: synergy=-3.54.